This data is from Forward reaction prediction with 1.9M reactions from USPTO patents (1976-2016). The task is: Predict the product of the given reaction. (1) Given the reactants [OH:1][C:2]1[CH:7]=[CH:6][CH:5]=[CH:4][C:3]=1[C:8]1[N:17]=[C:16]([N:18]2[CH2:23][CH2:22][CH2:21][C@@H:20]([NH:24]C(=O)OC(C)(C)C)[CH2:19]2)[C:15]2[C:10](=[CH:11][C:12]([CH3:32])=[CH:13][CH:14]=2)[N:9]=1.C(O)(C(F)(F)F)=O, predict the reaction product. The product is: [NH2:24][C@@H:20]1[CH2:21][CH2:22][CH2:23][N:18]([C:16]2[C:15]3[C:10](=[CH:11][C:12]([CH3:32])=[CH:13][CH:14]=3)[N:9]=[C:8]([C:3]3[CH:4]=[CH:5][CH:6]=[CH:7][C:2]=3[OH:1])[N:17]=2)[CH2:19]1. (2) Given the reactants C(OC(=O)[NH:7][C:8]1[CH:13]=[C:12]([CH3:14])[C:11]([N:15]([CH3:17])[CH3:16])=[CH:10][C:9]=1[NH:18][C:19](=O)[CH2:20][C:21]([C:23]1C=C[CH:26]=[C:25]([C:29]#[N:30])[CH:24]=1)=O)(C)(C)C.[C:33](O)([C:35](F)(F)F)=[O:34], predict the reaction product. The product is: [CH3:17][N:15]([CH3:16])[C:11]1[C:12]([CH3:14])=[CH:13][C:8]2[NH:7][C:33](=[O:34])[CH2:35][C:19]([C:20]3[CH:26]=[C:25]([CH:24]=[CH:23][CH:21]=3)[C:29]#[N:30])=[N:18][C:9]=2[CH:10]=1.